Dataset: Experimentally validated miRNA-target interactions with 360,000+ pairs, plus equal number of negative samples. Task: Binary Classification. Given a miRNA mature sequence and a target amino acid sequence, predict their likelihood of interaction. (1) The miRNA is hsa-miR-548ax with sequence AGAAGUAAUUGCGGUUUUGCCA. The protein sequence of the target gene is MATAPYNYSYIFKYIIIGDMGVGKSCLLHQFTEKKFMADCPHTIGVEFGTRIIEVSGQKIKLQIWDTAGQERFRAVTRSYYRGAAGALMVYDITRRSTYNHLSSWLTDARNLTNPNTVIILIGNKADLEAQRDVTYEEAKQFAEENGLLFLEASAKTGENVEDAFLEAAKKIYQNIQDGSLDLNAAESGVQHKPSAPQGGRLTSEPQPQREGCGC. Result: 1 (interaction). (2) The protein sequence of the target gene is MSPHLTALLGLVLCLAQTIHTQEGALPRPSISAEPGTVISPGSHVTFMCRGPVGVQTFRLEREDRAKYKDSYNVFRLGPSESEARFHIDSVSEGNAGLYRCLYYKPPGWSEHSDFLELLVKESSGGPDSPDTEPGSSAGTVPGTEASGFDAP. Result: 0 (no interaction). The miRNA is dme-miR-34-5p with sequence UGGCAGUGUGGUUAGCUGGUUGUG.